Task: Predict the product of the given reaction.. Dataset: Forward reaction prediction with 1.9M reactions from USPTO patents (1976-2016) (1) Given the reactants [CH3:1][N:2]([CH3:10])[C:3]1[CH:8]=[CH:7][C:6]([NH2:9])=[CH:5][N:4]=1.Cl[C:12]1[N:17]=[C:16]([C:18]2[CH:23]=[CH:22][C:21]([NH:24][C:25]([CH:27]3[CH2:29][CH2:28]3)=[O:26])=[C:20]([C:30]#[N:31])[CH:19]=2)[CH:15]=[CH:14][N:13]=1, predict the reaction product. The product is: [C:30]([C:20]1[CH:19]=[C:18]([C:16]2[CH:15]=[CH:14][N:13]=[C:12]([NH:9][C:6]3[CH:5]=[N:4][C:3]([N:2]([CH3:10])[CH3:1])=[CH:8][CH:7]=3)[N:17]=2)[CH:23]=[CH:22][C:21]=1[NH:24][C:25]([CH:27]1[CH2:29][CH2:28]1)=[O:26])#[N:31]. (2) Given the reactants [Br:1]N1C(=O)CCC1=O.[O:9]=[C:10]1[CH:16]([NH:17][C:18](=[O:24])[O:19][C:20]([CH3:23])([CH3:22])[CH3:21])[CH2:15][CH2:14][C:13]2[CH:25]=[CH:26][CH:27]=[CH:28][C:12]=2[NH:11]1, predict the reaction product. The product is: [Br:1][C:26]1[CH:27]=[CH:28][C:12]2[NH:11][C:10](=[O:9])[CH:16]([NH:17][C:18](=[O:24])[O:19][C:20]([CH3:22])([CH3:23])[CH3:21])[CH2:15][CH2:14][C:13]=2[CH:25]=1.